This data is from Full USPTO retrosynthesis dataset with 1.9M reactions from patents (1976-2016). The task is: Predict the reactants needed to synthesize the given product. (1) Given the product [CH2:1]([O:5][C:6]([N:8]1[CH2:13][CH2:12][N:11]([C:14](=[O:58])[C@@H:15]([NH:28][C:29]([C:31]2[CH:35]=[C:34]([O:36][CH2:37][C:38]([N:40]3[CH2:44][CH2:43][CH2:42][C@H:41]3[C:45](=[O:51])[NH:46][CH:47]3[CH2:48][CH2:49][CH2:50]3)=[O:39])[N:33]([C:52]3[CH:53]=[CH:54][CH:55]=[CH:56][CH:57]=3)[N:32]=2)=[O:30])[CH2:16][CH2:17][CH2:18][CH2:19][OH:20])[CH2:10][CH2:9]1)=[O:7])[CH2:2][CH2:3][CH3:4], predict the reactants needed to synthesize it. The reactants are: [CH2:1]([O:5][C:6]([N:8]1[CH2:13][CH2:12][N:11]([C:14](=[O:58])[C@@H:15]([NH:28][C:29]([C:31]2[CH:35]=[C:34]([O:36][CH2:37][C:38]([N:40]3[CH2:44][CH2:43][CH2:42][C@H:41]3[C:45](=[O:51])[NH:46][CH:47]3[CH2:50][CH2:49][CH2:48]3)=[O:39])[N:33]([C:52]3[CH:57]=[CH:56][CH:55]=[CH:54][CH:53]=3)[N:32]=2)=[O:30])[CH2:16][CH2:17][CH2:18][CH2:19][O:20]CC2C=CC=CC=2)[CH2:10][CH2:9]1)=[O:7])[CH2:2][CH2:3][CH3:4].C(OCC1C=CC=CC=1)C1C=CC=CC=1. (2) Given the product [C@@H:39]1([N:1]2[CH:8]=[N:7][C:5]([NH2:6])=[N:4][C:2]2=[O:3])[O:51][C@H:50]([CH2:52][OH:53])[C@@H:45]([OH:46])[C@H:40]1[OH:41], predict the reactants needed to synthesize it. The reactants are: [NH:1]1[CH:8]=[N:7][C:5]([NH2:6])=[N:4][C:2]1=[O:3].C[Si](N[Si](C)(C)C)(C)C.C[Si](Cl)(C)C.[Si](OS(C(F)(F)F)(=O)=O)(C)(C)C.C(O[C@@H:39]1[O:51][C@H:50]([CH2:52][O:53]C(=O)C)[C@@H:45]([O:46]C(=O)C)[C@H:40]1[O:41]C(=O)C)(=O)C. (3) Given the product [CH3:11][C:9]1([CH3:12])[O:10][CH:5]([CH2:4][NH2:1])[CH2:6][O:7][CH2:8]1, predict the reactants needed to synthesize it. The reactants are: [N:1]([CH2:4][CH:5]1[O:10][C:9]([CH3:12])([CH3:11])[CH2:8][O:7][CH2:6]1)=[N+]=[N-].[Li].O.O.O.O.O.O.O.O.O.O.S([O-])([O-])(=O)=O.[Na+].[Na+]. (4) Given the product [CH3:6][NH:8][C@@H:9]1[CH2:14][CH2:13][CH2:12][CH2:11][C@@H:10]1[NH2:15], predict the reactants needed to synthesize it. The reactants are: C(O[C:6]([NH:8][C@@H:9]1[CH2:14][CH2:13][CH2:12][CH2:11][C@@H:10]1[NH2:15])=O)(C)(C)C.[H-].[Al+3].[Li+].[H-].[H-].[H-].C(Cl)Cl.CO.N. (5) Given the product [CH3:12][O:11][C:4]1[CH:5]=[CH:6][C:7]([N+:8]([O-:10])=[O:9])=[C:2]([NH:13][C:14]2[CH:15]=[C:16]([CH:19]=[CH:20][CH:21]=2)[C:17]#[N:18])[CH:3]=1, predict the reactants needed to synthesize it. The reactants are: F[C:2]1[CH:3]=[C:4]([O:11][CH3:12])[CH:5]=[CH:6][C:7]=1[N+:8]([O-:10])=[O:9].[NH2:13][C:14]1[CH:15]=[C:16]([CH:19]=[CH:20][CH:21]=1)[C:17]#[N:18].